Dataset: Reaction yield outcomes from USPTO patents with 853,638 reactions. Task: Predict the reaction yield, written as a fraction of the theoretical maximum amount of product (1.0 means a 100% yield; for example, 0.34 means a 34% yield). The reactants are C(NC(C)C)(C)C.C(=O)=O.[CH2:11]([OH:14])[CH2:12]O.[Li]CCCC.C1C=CC(N([S:27]([C:30]([F:33])([F:32])[F:31])(=[O:29])=[O:28])[S:27]([C:30]([F:33])([F:32])[F:31])(=[O:29])=[O:28])=CC=1. The catalyst is C1COCC1.C(OCC)(=O)C. The product is [O:14]([CH:11]=[CH2:12])[S:27]([C:30]([F:33])([F:32])[F:31])(=[O:29])=[O:28]. The yield is 0.870.